Dataset: Reaction yield outcomes from USPTO patents with 853,638 reactions. Task: Predict the reaction yield, written as a fraction of the theoretical maximum amount of product (1.0 means a 100% yield; for example, 0.34 means a 34% yield). (1) The yield is 0.661. No catalyst specified. The product is [NH2:17][C:2]1[CH:3]=[C:4]2[C:8](=[CH:9][C:10]=1[N+:11]([O-:13])=[O:12])[C:7](=[O:14])[N:6]([CH3:15])[C:5]2=[O:16]. The reactants are Cl[C:2]1[CH:3]=[C:4]2[C:8](=[CH:9][C:10]=1[N+:11]([O-:13])=[O:12])[C:7](=[O:14])[N:6]([CH3:15])[C:5]2=[O:16].[NH2:17]C(N)=O. (2) The reactants are [C:1]1([CH3:8])[CH:6]=[CH:5][CH:4]=[C:3]([CH3:7])[CH:2]=1.[Cl-].[Al+3].[Cl-].[Cl-].[C:13]1(=[O:23])[C:17]2[CH:18]=[CH:19][CH:20]=[CH:21][C:16]=2[C:15](=[O:22])[O:14]1. No catalyst specified. The product is [CH3:8][C:1]1[CH:2]=[C:3]([CH3:7])[CH:4]=[CH:5][C:6]=1[C:15]([C:16]1[CH:21]=[CH:20][CH:19]=[CH:18][C:17]=1[C:13]([OH:23])=[O:14])=[O:22]. The yield is 0.970. (3) The reactants are [Cl-].O[NH3+].[C:4](=[O:7])([O-])[OH:5].[Na+].[CH3:9][O:10][C:11]1[CH:16]=[CH:15][C:14]([C:17]([C@H:19]2[CH2:24][CH2:23][C@H:22]([N:25]3[C:30](=[O:31])[C:29]([CH2:32][C:33]4[CH:38]=[CH:37][C:36]([C:39]5[C:40]([C:45]#[N:46])=[CH:41][CH:42]=[CH:43][CH:44]=5)=[CH:35][CH:34]=4)=[C:28]([CH2:47][CH2:48][CH3:49])[N:27]4[N:50]=[CH:51][N:52]=[C:26]34)[CH2:21][CH2:20]2)=[O:18])=[CH:13][CH:12]=1.[N:53]12CCCN=C1CCCCC2. The catalyst is C(OCC)(=O)C.O1CCCC1.CS(C)=O. The product is [CH3:9][O:10][C:11]1[CH:12]=[CH:13][C:14]([C:17]([C@H:19]2[CH2:20][CH2:21][C@H:22]([N:25]3[C:30](=[O:31])[C:29]([CH2:32][C:33]4[CH:38]=[CH:37][C:36]([C:39]5[CH:44]=[CH:43][CH:42]=[CH:41][C:40]=5[C:45]5[NH:53][C:4](=[O:7])[O:5][N:46]=5)=[CH:35][CH:34]=4)=[C:28]([CH2:47][CH2:48][CH3:49])[N:27]4[N:50]=[CH:51][N:52]=[C:26]34)[CH2:23][CH2:24]2)=[O:18])=[CH:15][CH:16]=1. The yield is 0.440.